This data is from Reaction yield outcomes from USPTO patents with 853,638 reactions. The task is: Predict the reaction yield, written as a fraction of the theoretical maximum amount of product (1.0 means a 100% yield; for example, 0.34 means a 34% yield). (1) The catalyst is CO. The reactants are [OH-:1].[Na+].[CH2:3]([SH:7])[C:4](O)=O.[CH3:8][O:9][C:10]1[CH:17]=[CH:16][C:13]([CH2:14]Cl)=[CH:12][C:11]=1[N+:18]([O-:20])=[O:19].Cl. The product is [CH3:8][O:9][C:10]1[CH:17]=[CH:16][C:13]([CH2:14][CH2:4][C:3]([OH:1])=[S:7])=[CH:12][C:11]=1[N+:18]([O-:20])=[O:19]. The yield is 0.950. (2) The reactants are [H-].[Na+].[Cl:3][C:4]1[CH:9]=[C:8]([N+:10]([O-:12])=[O:11])[CH:7]=[CH:6][C:5]=1[OH:13].Cl.[NH2:15][C:16]1[S:17][CH:18]=[C:19]([CH2:21]Cl)[N:20]=1. The catalyst is CC(N(C)C)=O.[I-].C([N+](CCCC)(CCCC)CCCC)CCC. The product is [NH2:15][C:16]1[S:17][CH:18]=[C:19]([CH2:21][O:13][C:5]2[CH:6]=[CH:7][C:8]([N+:10]([O-:12])=[O:11])=[CH:9][C:4]=2[Cl:3])[N:20]=1. The yield is 0.300.